This data is from Catalyst prediction with 721,799 reactions and 888 catalyst types from USPTO. The task is: Predict which catalyst facilitates the given reaction. (1) The catalyst class is: 610. Product: [CH2:2]([OH:1])[C@@H:3]([C@H:5]([C@@H:7]([CH2:9][OH:10])[OH:8])[OH:6])[OH:4]. Reactant: [O:1]=[CH:2][C@@H:3]([C@H:5]([C@@H:7]([CH2:9][OH:10])[OH:8])[OH:6])[OH:4]. (2) Reactant: Br[C:2]1[CH:3]=[C:4]([CH:8]=[CH:9][N:10]=1)[C:5]([OH:7])=[O:6].[NH:11]1[CH:15]=[CH:14][N:13]=[CH:12]1.C([O-])([O-])=O.[Cs+].[Cs+]. Product: [N:11]1([C:2]2[CH:3]=[C:4]([CH:8]=[CH:9][N:10]=2)[C:5]([OH:7])=[O:6])[CH:15]=[CH:14][N:13]=[CH:12]1. The catalyst class is: 156.